From a dataset of Reaction yield outcomes from USPTO patents with 853,638 reactions. Predict the reaction yield, written as a fraction of the theoretical maximum amount of product (1.0 means a 100% yield; for example, 0.34 means a 34% yield). The reactants are O[CH2:2][C:3]1[CH:12]=[N:11][C:10]2[N:9]3[CH2:13][CH2:14][CH2:15][C@H:8]3[C:7](=[O:16])[NH:6][C:5]=2[CH:4]=1.Cl.Cl.[F:19][C:20]1[CH:25]=[CH:24][C:23]([N:26]2[CH2:31][CH2:30][NH:29][CH2:28][CH2:27]2)=[C:22]([CH3:32])[CH:21]=1.[I-].C(C[P+](C)(C)C)#N.C(N(CC)C(C)C)(C)C. The catalyst is C(#N)CC. The product is [F:19][C:20]1[CH:25]=[CH:24][C:23]([N:26]2[CH2:31][CH2:30][N:29]([CH2:2][C:3]3[CH:12]=[N:11][C:10]4[N:9]5[CH2:13][CH2:14][CH2:15][C@H:8]5[C:7](=[O:16])[NH:6][C:5]=4[CH:4]=3)[CH2:28][CH2:27]2)=[C:22]([CH3:32])[CH:21]=1. The yield is 0.567.